From a dataset of Full USPTO retrosynthesis dataset with 1.9M reactions from patents (1976-2016). Predict the reactants needed to synthesize the given product. (1) Given the product [CH3:16][O:17][C:18]([C:19]1[CH:24]=[CH:23][C:22]([C:1]2[CH:6]=[CH:5][CH:4]=[CH:3][CH:2]=2)=[C:21]([Cl:33])[CH:20]=1)=[O:34], predict the reactants needed to synthesize it. The reactants are: [C:1]1(B(O)O)[CH:6]=[CH:5][CH:4]=[CH:3][CH:2]=1.C(=O)([O-])[O-].[K+].[K+].[CH3:16][O:17][C:18](=[O:34])[C:19]1[CH:24]=[CH:23][C:22](OS(C(F)(F)F)(=O)=O)=[C:21]([Cl:33])[CH:20]=1.C(=O)(O)[O-].[Na+]. (2) Given the product [Cl:10][C:11]1[CH:32]=[CH:31][C:14]2[S:15][C:16]([C:24]3[CH:25]=[CH:26][N:2]=[C:3]([NH2:5])[N:4]=3)=[C:17]([C:18]3[CH:23]=[CH:22][CH:21]=[CH:20][CH:19]=3)[C:13]=2[CH:12]=1, predict the reactants needed to synthesize it. The reactants are: Cl.[NH2:2][C:3]([NH2:5])=[NH:4].CC[O-].[Na+].[Cl:10][C:11]1[CH:32]=[CH:31][C:14]2[S:15][C:16]([C:24](=O)/[CH:25]=[CH:26]/N(C)C)=[C:17]([C:18]3[CH:23]=[CH:22][CH:21]=[CH:20][CH:19]=3)[C:13]=2[CH:12]=1. (3) The reactants are: [CH3:1][O:2][C:3]1[CH:10]=[CH:9][C:6]([CH:7]=O)=[CH:5][C:4]=1[C:11]1[C:20]([CH3:21])=[CH:19][C:18]2[C:17]([CH3:23])([CH3:22])[CH2:16][CH2:15][C:14]([CH3:25])([CH3:24])[C:13]=2[CH:12]=1.[N:26]1[CH:31]=[CH:30][CH:29]=[CH:28][C:27]=1[CH2:32][CH2:33][N:34]1[C:38](=[O:39])[CH2:37][S:36][C:35]1=[O:40]. Given the product [CH3:1][O:2][C:3]1[CH:10]=[CH:9][C:6]([CH:7]=[C:37]2[S:36][C:35](=[O:40])[N:34]([CH2:33][CH2:32][C:27]3[CH:28]=[CH:29][CH:30]=[CH:31][N:26]=3)[C:38]2=[O:39])=[CH:5][C:4]=1[C:11]1[C:20]([CH3:21])=[CH:19][C:18]2[C:17]([CH3:23])([CH3:22])[CH2:16][CH2:15][C:14]([CH3:25])([CH3:24])[C:13]=2[CH:12]=1, predict the reactants needed to synthesize it. (4) Given the product [Br:1][C:2]1[CH:7]=[CH:6][C:5]([CH2:8][CH2:9][CH2:10][C:11]([OH:13])=[O:12])=[C:4]([F:14])[CH:3]=1, predict the reactants needed to synthesize it. The reactants are: [Br:1][C:2]1[CH:7]=[CH:6][C:5](/[CH:8]=[CH:9]/[CH2:10][C:11]([OH:13])=[O:12])=[C:4]([F:14])[CH:3]=1. (5) Given the product [NH2:11][C:6]1[CH:5]=[C:4]([N+:1]([O-:3])=[O:2])[CH:15]=[CH:14][C:7]=1[C:8]([NH:17][CH3:16])=[O:13], predict the reactants needed to synthesize it. The reactants are: [N+:1]([C:4]1[CH:15]=[CH:14][C:7]2[C:8](=[O:13])OC(=O)[NH:11][C:6]=2[CH:5]=1)([O-:3])=[O:2].[CH3:16][NH2:17]. (6) The reactants are: [CH2:1]([O:8][C:9]1[C:10]([O:17][CH3:18])=[CH:11][C:12]([Br:16])=[C:13]([OH:15])[CH:14]=1)[C:2]1[CH:7]=[CH:6][CH:5]=[CH:4][CH:3]=1.[H-].[Na+].[CH3:21]I. Given the product [CH2:1]([O:8][C:9]1[CH:14]=[C:13]([O:15][CH3:21])[C:12]([Br:16])=[CH:11][C:10]=1[O:17][CH3:18])[C:2]1[CH:3]=[CH:4][CH:5]=[CH:6][CH:7]=1, predict the reactants needed to synthesize it. (7) Given the product [F:15][C:12]1[CH:11]=[CH:10][C:9]([CH:6]2[N:5]([S:16]([C:19]3[CH:20]=[CH:21][C:22]([CH3:25])=[CH:23][CH:24]=3)(=[O:17])=[O:18])[CH:4]([CH2:3][CH2:2][N:28]3[C:27]([CH3:26])=[N:31][N:30]=[N:29]3)[CH2:8][CH2:7]2)=[CH:14][CH:13]=1, predict the reactants needed to synthesize it. The reactants are: Cl[CH2:2][CH2:3][CH:4]1[CH2:8][CH2:7][CH:6]([C:9]2[CH:14]=[CH:13][C:12]([F:15])=[CH:11][CH:10]=2)[N:5]1[S:16]([C:19]1[CH:24]=[CH:23][C:22]([CH3:25])=[CH:21][CH:20]=1)(=[O:18])=[O:17].[CH3:26][C:27]1[NH:31][N:30]=[N:29][N:28]=1.